This data is from Tyrosyl-DNA phosphodiesterase HTS with 341,365 compounds. The task is: Binary Classification. Given a drug SMILES string, predict its activity (active/inactive) in a high-throughput screening assay against a specified biological target. (1) The result is 0 (inactive). The molecule is S(CC(=O)N1CCCC1)c1sc2c(n1)ccc(NC(=O)COc1ccccc1)c2. (2) The compound is s1c2CC(CCc2c2c1ncnc2SCC(=O)Nc1noc(c1)C)C. The result is 0 (inactive). (3) The drug is O(c1c(C(N2CCN(CC2)CC)c2n(nnn2)C2CCCCC2)cccc1)C. The result is 0 (inactive).